Dataset: Forward reaction prediction with 1.9M reactions from USPTO patents (1976-2016). Task: Predict the product of the given reaction. Given the reactants [CH:1]1([CH2:4][N:5]2[C:9]3=[N:10][CH:11]=[CH:12][CH:13]=[C:8]3[CH:7]=[C:6]2[C:14]2[N:18]([CH3:19])[C:17]3[C:20]([O:28][CH3:29])=[CH:21][C:22]([C:24]([O:26]C)=[O:25])=[CH:23][C:16]=3[N:15]=2)[CH2:3][CH2:2]1.O.[OH-].[Li+].Cl, predict the reaction product. The product is: [CH:1]1([CH2:4][N:5]2[C:9]3=[N:10][CH:11]=[CH:12][CH:13]=[C:8]3[CH:7]=[C:6]2[C:14]2[N:18]([CH3:19])[C:17]3[C:20]([O:28][CH3:29])=[CH:21][C:22]([C:24]([OH:26])=[O:25])=[CH:23][C:16]=3[N:15]=2)[CH2:3][CH2:2]1.